This data is from Full USPTO retrosynthesis dataset with 1.9M reactions from patents (1976-2016). The task is: Predict the reactants needed to synthesize the given product. (1) Given the product [Cl:1][C:2]1[C:7]([C:8]([NH:15][C:14](=[NH:13])[S:16][CH3:17])=[O:9])=[CH:6][C:5]([Cl:11])=[CH:4][N:3]=1, predict the reactants needed to synthesize it. The reactants are: [Cl:1][C:2]1[C:7]([C:8](Cl)=[O:9])=[CH:6][C:5]([Cl:11])=[CH:4][N:3]=1.I.[NH2:13][C:14]([S:16][CH3:17])=[NH:15].C(N(CC)CC)C. (2) Given the product [Cl:1][C:2]1[CH:7]=[C:6]([CH2:8][O:9][C:10]2([C:13]([N:15]3[C:76]4[C:74](=[CH:75][CH:56]=[CH:57][CH:58]=4)[N:73]([CH:77]4[CH2:79][CH2:78]4)[CH2:72][CH2:71]3)=[O:14])[CH2:11][CH2:12]2)[C:5]([Cl:28])=[CH:4][C:3]=1[CH2:29][CH2:30][C:31]([N:35]([CH3:34])[CH2:36][C@H:37]([OH:46])[C@@H:38]([OH:45])[C@H:39]([OH:44])[C@H:40]([OH:43])[CH2:41][OH:42])=[O:33], predict the reactants needed to synthesize it. The reactants are: [Cl:1][C:2]1[CH:7]=[C:6]([CH2:8][O:9][C:10]2([C:13]([N:15]3C4C(=CC=CC=4)N(C4CC4)CC3)=[O:14])[CH2:12][CH2:11]2)[C:5]([Cl:28])=[CH:4][C:3]=1[CH2:29][CH2:30][C:31]([OH:33])=O.[CH3:34][NH:35][CH2:36][C@H:37]([OH:46])[C@@H:38]([OH:45])[C@H:39]([OH:44])[C@H:40]([OH:43])[CH2:41][OH:42].CN(C(ON1N=N[C:57]2[CH:58]=CC=N[C:56]1=2)=[N+](C)C)C.F[P-](F)(F)(F)(F)F.[CH3:71][CH2:72][N:73]([CH:77]([CH3:79])[CH3:78])[CH:74]([CH3:76])[CH3:75]. (3) Given the product [ClH:1].[NH:18]1[C:19]2[C:24](=[CH:23][CH:22]=[CH:21][CH:20]=2)[C:16]([CH2:15][N:12]2[CH:5]=[C:4]([CH2:3][CH2:2][C:6]3[N:7]=[C:8]([NH2:11])[NH:9][CH:10]=3)[N:14]=[N:13]2)=[CH:17]1, predict the reactants needed to synthesize it. The reactants are: [ClH:1].[CH2:2]([C:6]1[N:7]=[C:8]([NH2:11])[NH:9][CH:10]=1)[CH2:3][C:4]#[CH:5].[N:12]([CH2:15][C:16]1[C:24]2[C:19](=[CH:20][CH:21]=[CH:22][CH:23]=2)[NH:18][CH:17]=1)=[N+:13]=[N-:14].